From a dataset of Catalyst prediction with 721,799 reactions and 888 catalyst types from USPTO. Predict which catalyst facilitates the given reaction. (1) Reactant: O.[OH-].[Li+].[CH3:4][C:5]([O:8][C:9]([NH:11][CH2:12][CH2:13][C@H:14]([NH:19][C:20]([C:22]1[CH:27]=[CH:26][C:25]([F:28])=[CH:24][C:23]=1[NH:29][C:30]([NH:32][C:33]1[C:38]([CH3:39])=[CH:37][C:36]([CH3:40])=[CH:35][C:34]=1[CH3:41])=[O:31])=[O:21])[C:15]([O:17]C)=[O:16])=[O:10])([CH3:7])[CH3:6].O.Cl. Product: [CH3:7][C:5]([O:8][C:9]([NH:11][CH2:12][CH2:13][C@H:14]([NH:19][C:20]([C:22]1[CH:27]=[CH:26][C:25]([F:28])=[CH:24][C:23]=1[NH:29][C:30]([NH:32][C:33]1[C:38]([CH3:39])=[CH:37][C:36]([CH3:40])=[CH:35][C:34]=1[CH3:41])=[O:31])=[O:21])[C:15]([OH:17])=[O:16])=[O:10])([CH3:4])[CH3:6]. The catalyst class is: 12. (2) Reactant: ClC1C=CC(Cl)=CC=1SCC(O)=O.[F:14][C:15]1[CH:20]=[CH:19][CH:18]=[CH:17][C:16]=1[SH:21].[OH-].[K+].Br[CH2:25][CH2:26][CH2:27][CH2:28][CH2:29][C:30]([O:32]CC)=[O:31]. Product: [F:14][C:15]1[CH:20]=[CH:19][CH:18]=[CH:17][C:16]=1[S:21][CH2:25][CH2:26][CH2:27][CH2:28][CH2:29][C:30]([OH:32])=[O:31]. The catalyst class is: 97. (3) Reactant: [F:1][C:2]1[CH:7]=[CH:6][C:5](/[CH:8]=[CH:9]/[C:10]2[CH:15]=[CH:14][C:13]3[C:16]4[C:17]([NH:25]CC5C=CC(OC)=CC=5)=[N:18][CH:19]=[C:20]([C:23]#[N:24])[C:21]=4[S:22][C:12]=3[CH:11]=2)=[CH:4][CH:3]=1.[O:35]([Si](C)(C)C)[K]. Product: [NH2:25][C:17]1[C:16]2[C:13]3[CH:14]=[CH:15][C:10](/[CH:9]=[CH:8]/[C:5]4[CH:4]=[CH:3][C:2]([F:1])=[CH:7][CH:6]=4)=[CH:11][C:12]=3[S:22][C:21]=2[C:20]([C:23]([NH2:24])=[O:35])=[CH:19][N:18]=1. The catalyst class is: 11. (4) Reactant: [OH-].[Na+:2].[CH3:3][C:4]1[C:9]([O:10][C:11]2[CH:16]=[CH:15][N:14]=[C:13]([NH:17][C:18]3[CH:19]=[C:20]([CH:25]=[CH:26][CH:27]=3)[C:21]([O:23]C)=[O:22])[CH:12]=2)=[CH:8][CH:7]=[C:6]([CH3:28])[N:5]=1. Product: [CH3:3][C:4]1[C:9]([O:10][C:11]2[CH:16]=[CH:15][N:14]=[C:13]([NH:17][C:18]3[CH:19]=[C:20]([CH:25]=[CH:26][CH:27]=3)[C:21]([O-:23])=[O:22])[CH:12]=2)=[CH:8][CH:7]=[C:6]([CH3:28])[N:5]=1.[Na+:2]. The catalyst class is: 5. (5) Reactant: [CH3:1][O:2][C:3]1[CH:8]=[CH:7][C:6]([C:9]2[C:13]([C:14]([OH:16])=O)=[CH:12][O:11][N:10]=2)=[CH:5][CH:4]=1.C(N(C(C)C)C(C)C)C.CN(C(ON1N=NC2C=CC=CC1=2)=[N+](C)C)C.[B-](F)(F)(F)F.Cl.[NH:49]1[CH2:54][CH2:53][CH2:52][C@@H:51]([C:55]([OH:58])([CH3:57])[CH3:56])[CH2:50]1. Product: [CH3:1][O:2][C:3]1[CH:4]=[CH:5][C:6]([C:9]2[C:13]([C:14]([N:49]3[CH2:54][CH2:53][CH2:52][C@@H:51]([C:55]([OH:58])([CH3:57])[CH3:56])[CH2:50]3)=[O:16])=[CH:12][O:11][N:10]=2)=[CH:7][CH:8]=1. The catalyst class is: 3. (6) Reactant: [SH:1][C:2]1[N:10]=[CH:9][CH:8]=[CH:7][C:3]=1[C:4]([OH:6])=[O:5].Br.Br[CH2:13][C:14]1[CH:19]=[CH:18][N:17]=[CH:16][CH:15]=1.C(N(CC)CC)C.O. Product: [N:17]1[CH:18]=[CH:19][C:14]([CH2:13][S:1][C:2]2[C:3]([C:4]([OH:6])=[O:5])=[CH:7][CH:8]=[CH:9][N:10]=2)=[CH:15][CH:16]=1. The catalyst class is: 9. (7) Reactant: [NH:1]1[CH:5]=[CH:4][CH:3]=[N:2]1.[C:6]1([CH3:16])[CH:11]=[CH:10][C:9]([S:12](Cl)(=[O:14])=[O:13])=[CH:8][CH:7]=1.O. Product: [C:6]1([CH3:16])[CH:11]=[CH:10][C:9]([S:12]([N:1]2[CH:5]=[CH:4][CH:3]=[N:2]2)(=[O:14])=[O:13])=[CH:8][CH:7]=1. The catalyst class is: 17. (8) Reactant: C(=O)([O-])[O-].[K+].[K+].[CH2:7]([NH2:14])[C:8]1[CH:13]=[CH:12][CH:11]=[CH:10][CH:9]=1.[CH:15]1[C:24]2[C:19](=[CH:20][CH:21]=[CH:22][CH:23]=2)[CH:18]=[CH:17][C:16]=1[O:25][CH2:26][CH2:27][CH2:28][CH2:29]Cl. Product: [CH2:7]([NH:14][CH2:29][CH2:28][CH2:27][CH2:26][O:25][C:16]1[CH:17]=[CH:18][C:19]2[C:24](=[CH:23][CH:22]=[CH:21][CH:20]=2)[CH:15]=1)[C:8]1[CH:13]=[CH:12][CH:11]=[CH:10][CH:9]=1. The catalyst class is: 58. (9) Reactant: Br[C:2]1[CH:3]=[C:4]2[C:9](=[CH:10][C:11]=1[Cl:12])[NH:8][CH2:7][CH2:6][CH2:5]2.[CH3:13][N:14]1[CH:18]=[C:17](B2OC(C)(C)C(C)(C)O2)[CH:16]=[N:15]1.C([O-])([O-])=O.[Na+].[Na+]. Product: [Cl:12][C:11]1[CH:10]=[C:9]2[C:4]([CH2:5][CH2:6][CH2:7][NH:8]2)=[CH:3][C:2]=1[C:17]1[CH:16]=[N:15][N:14]([CH3:13])[CH:18]=1. The catalyst class is: 117.